Dataset: Forward reaction prediction with 1.9M reactions from USPTO patents (1976-2016). Task: Predict the product of the given reaction. Given the reactants [CH:1]1([C:7]2[CH:12]=[C:11]([CH3:13])[NH:10][C:9](=[O:14])[C:8]=2[C:15]#[N:16])[CH2:6][CH2:5][CH2:4][CH2:3][CH2:2]1.[BH4-].[Na+].II.Cl, predict the reaction product. The product is: [NH2:16][CH2:15][C:8]1[C:9](=[O:14])[NH:10][C:11]([CH3:13])=[CH:12][C:7]=1[CH:1]1[CH2:6][CH2:5][CH2:4][CH2:3][CH2:2]1.